The task is: Predict the reactants needed to synthesize the given product.. This data is from Full USPTO retrosynthesis dataset with 1.9M reactions from patents (1976-2016). (1) Given the product [Cl:1][C:2]1[C:3]2[CH:10]=[C:9]([C:34]3[CH:33]=[C:32]([N:5]4[CH2:6][CH2:42][O:45][CH2:3][CH2:4]4)[CH:31]=[CH:30][CH:29]=3)[N:8]([S:12]([C:15]3[CH:20]=[CH:19][CH:18]=[CH:17][CH:16]=3)(=[O:14])=[O:13])[C:4]=2[N:5]=[CH:6][N:7]=1, predict the reactants needed to synthesize it. The reactants are: [Cl:1][C:2]1[C:3]2[CH:10]=[C:9](I)[N:8]([S:12]([C:15]3[CH:20]=[CH:19][CH:18]=[CH:17][CH:16]=3)(=[O:14])=[O:13])[C:4]=2[N:5]=[CH:6][N:7]=1.CC1(C)C(C)(C)OB([C:29]2[CH:34]=[CH:33][C:32](C3COCCN3)=[CH:31][CH:30]=2)O1.[C:42]([O-:45])([O-])=O.[Na+].[Na+]. (2) The reactants are: [CH2:1]([O:8][C:9]([NH:11][C:12]1[C:13]([CH3:40])=[C:14]([C:18]2[C:30]3[C:29]4[C:24](=[CH:25][CH:26]=[C:27]([N:31]5[CH2:36][CH2:35][O:34][CH2:33][CH2:32]5)[CH:28]=4)[NH:23][C:22]=3[C:21]([C:37]([OH:39])=O)=[N:20][CH:19]=2)[CH:15]=[CH:16][CH:17]=1)=[O:10])[C:2]1[CH:7]=[CH:6][CH:5]=[CH:4][CH:3]=1.[Cl-].[NH4+].F[P-](F)(F)(F)(F)F.[N:50]1(O[P+](N(C)C)(N(C)C)N(C)C)C2C=CC=CC=2N=N1.CCN(C(C)C)C(C)C.CN1CCOCC1. Given the product [C:37]([C:21]1[C:22]2[NH:23][C:24]3[C:29]([C:30]=2[C:18]([C:14]2[C:13]([CH3:40])=[C:12]([NH:11][C:9](=[O:10])[O:8][CH2:1][C:2]4[CH:7]=[CH:6][CH:5]=[CH:4][CH:3]=4)[CH:17]=[CH:16][CH:15]=2)=[CH:19][N:20]=1)=[CH:28][C:27]([N:31]1[CH2:36][CH2:35][O:34][CH2:33][CH2:32]1)=[CH:26][CH:25]=3)(=[O:39])[NH2:50], predict the reactants needed to synthesize it. (3) Given the product [Cl:1][C:2]1[CH:7]=[CH:6][C:5]([N+:8]([O-:10])=[O:9])=[CH:4][C:3]=1[N:11]1[C:15](=[O:16])[N:14]([CH3:17])[N:13]=[N:12]1, predict the reactants needed to synthesize it. The reactants are: [Cl:1][C:2]1[CH:7]=[CH:6][C:5]([N+:8]([O-:10])=[O:9])=[CH:4][C:3]=1[N:11]1[C:15](=[O:16])[NH:14][N:13]=[N:12]1.[CH3:17]N(C=O)C.C([O-])([O-])=O.[K+].[K+].IC. (4) Given the product [Br:1][C:2]1[CH:3]=[C:4]([F:12])[C:5]([CH2:6][OH:7])=[C:9]([F:11])[CH:10]=1, predict the reactants needed to synthesize it. The reactants are: [Br:1][C:2]1[CH:10]=[C:9]([F:11])[C:5]([C:6](O)=[O:7])=[C:4]([F:12])[CH:3]=1. (5) Given the product [CH:60]1([CH2:59][NH:58][C:56](=[O:57])[C:55]2[CH:63]=[C:51]([C:2]3[CH:3]=[C:4]4[C:8](=[CH:9][CH:10]=3)[N:7]([CH:11]3[CH2:16][CH2:15][CH2:14][CH2:13][O:12]3)[N:6]=[C:5]4[CH:17]=[O:18])[CH:52]=[N:53][CH:54]=2)[CH2:62][CH2:61]1, predict the reactants needed to synthesize it. The reactants are: I[C:2]1[CH:3]=[C:4]2[C:8](=[CH:9][CH:10]=1)[N:7]([CH:11]1[CH2:16][CH2:15][CH2:14][CH2:13][O:12]1)[N:6]=[C:5]2[CH:17]=[O:18].B1(B2OC(C)(C)C(C)(C)O2)OC(C)(C)C(C)(C)O1.CC([O-])=O.[K+].[O-]P([O-])([O-])=O.[K+].[K+].[K+].Br[C:51]1[CH:52]=[N:53][CH:54]=[C:55]([CH:63]=1)[C:56]([NH:58][CH2:59][CH:60]1[CH2:62][CH2:61]1)=[O:57]. (6) Given the product [C:1]([N:4]1[C:13]2[C:8](=[CH:9][C:10]([C:15]3[CH:16]=[N:17][N:18]([CH:20]4[CH2:21][CH2:22]4)[CH:19]=3)=[C:11]([O:32][CH3:30])[CH:12]=2)[N:7]([C:23]([O:25][CH:26]([CH3:28])[CH3:27])=[O:24])[CH2:6][C@@H:5]1[CH3:29])(=[O:3])[CH3:2], predict the reactants needed to synthesize it. The reactants are: [C:1]([N:4]1[C:13]2[C:8](=[CH:9][C:10]([C:15]3[CH:16]=[N:17][N:18]([CH:20]4[CH2:22][CH2:21]4)[CH:19]=3)=[C:11](N)[CH:12]=2)[N:7]([C:23]([O:25][CH:26]([CH3:28])[CH3:27])=[O:24])[CH2:6][C@@H:5]1[CH3:29])(=[O:3])[CH3:2].[C:30](N1C2C(=CC(C3C=CC(S(C)(=O)=O)=CC=3)=C(OC)C=2)N(C(OC(C)C)=O)C[C@@H]1C)(=[O:32])C.